From a dataset of Catalyst prediction with 721,799 reactions and 888 catalyst types from USPTO. Predict which catalyst facilitates the given reaction. (1) Reactant: [Br:1][C:2]1[C:3]([CH3:9])=[N:4][C:5](Br)=[CH:6][CH:7]=1.[Cu][C:11]#[N:12].[C-]#N.[Na+].CN(C)C=O. Product: [Br:1][C:2]1[CH:7]=[CH:6][C:5]([C:11]#[N:12])=[N:4][C:3]=1[CH3:9]. The catalyst class is: 8. (2) Reactant: [Br:1][C:2]1[CH:7]=[CH:6][C:5]([C:8](=O)[CH:9]=[CH:10][C:11]2[S:12][CH:13]=[CH:14][CH:15]=2)=[CH:4][CH:3]=1.O.[NH2:18][NH2:19]. Product: [Br:1][C:2]1[CH:7]=[CH:6][C:5]([C:8]2[NH:18][NH:19][CH:10]([C:11]3[S:12][CH:13]=[CH:14][CH:15]=3)[CH:9]=2)=[CH:4][CH:3]=1. The catalyst class is: 8. (3) Reactant: [OH:1][C:2]1[CH:3]=[C:4]([CH:7]=[CH:8][C:9]=1[OH:10])[CH:5]=[O:6].[CH3:11][O:12][CH2:13][CH2:14]Br.C(=O)([O-])[O-].[Na+].[Na+]. Product: [OH:1][C:2]1[CH:3]=[C:4]([CH:7]=[CH:8][C:9]=1[O:10][CH2:14][CH2:13][O:12][CH3:11])[CH:5]=[O:6]. The catalyst class is: 3. (4) Reactant: [CH:1]([C:3]1[N:8]=[CH:7][C:6]([C:9]2[CH:18]=[CH:17][C:12]([C:13]([NH:15][CH3:16])=[O:14])=[CH:11][CH:10]=2)=[CH:5][CH:4]=1)=[O:2].[CH2:19]([Mg]Br)[CH3:20].C(OCC)C.CO.C(Cl)Cl. Product: [OH:2][CH:1]([C:3]1[N:8]=[CH:7][C:6]([C:9]2[CH:18]=[CH:17][C:12]([C:13]([NH:15][CH3:16])=[O:14])=[CH:11][CH:10]=2)=[CH:5][CH:4]=1)[CH2:19][CH3:20]. The catalyst class is: 1.